Dataset: Reaction yield outcomes from USPTO patents with 853,638 reactions. Task: Predict the reaction yield, written as a fraction of the theoretical maximum amount of product (1.0 means a 100% yield; for example, 0.34 means a 34% yield). (1) The reactants are [C:1]([O:4][CH2:5][C@H:6]([NH:10][C:11]([O:13][CH2:14][C:15]1[CH:20]=[CH:19][CH:18]=[CH:17][CH:16]=1)=[O:12])[C:7]([OH:9])=O)(=[O:3])[CH3:2].CN1CCOCC1.ClC(OCC(C)C)=O.[NH:36]1[CH2:40][CH2:39][CH2:38][C@H:37]1[C:41]([O:43][C:44]([CH3:47])([CH3:46])[CH3:45])=[O:42]. The catalyst is C(Cl)Cl.CN(C=O)C. The product is [C:1]([O:4][CH2:5][C@H:6]([NH:10][C:11]([O:13][CH2:14][C:15]1[CH:20]=[CH:19][CH:18]=[CH:17][CH:16]=1)=[O:12])[C:7]([N:36]1[CH2:40][CH2:39][CH2:38][C@H:37]1[C:41]([O:43][C:44]([CH3:47])([CH3:46])[CH3:45])=[O:42])=[O:9])(=[O:3])[CH3:2]. The yield is 0.695. (2) The reactants are [F:1][C:2]1[C:8]([F:9])=[CH:7][CH:6]=[C:5]([F:10])[C:3]=1[NH2:4].Br.Br[CH:13]([C:15]1[CH:16]=[C:17]([C:32]([N:34]([CH3:36])[CH3:35])=[O:33])[CH:18]=[C:19]2[C:24]=1[O:23][C:22]([N:25]1[CH2:30][CH2:29][O:28][CH2:27][CH2:26]1)=[CH:21][C:20]2=[O:31])[CH3:14]. No catalyst specified. The product is [CH3:36][N:34]([CH3:35])[C:32]([C:17]1[CH:18]=[C:19]2[C:24](=[C:15]([CH:13]([NH:4][C:3]3[C:5]([F:10])=[CH:6][CH:7]=[C:8]([F:9])[C:2]=3[F:1])[CH3:14])[CH:16]=1)[O:23][C:22]([N:25]1[CH2:30][CH2:29][O:28][CH2:27][CH2:26]1)=[CH:21][C:20]2=[O:31])=[O:33]. The yield is 0.430.